This data is from Reaction yield outcomes from USPTO patents with 853,638 reactions. The task is: Predict the reaction yield, written as a fraction of the theoretical maximum amount of product (1.0 means a 100% yield; for example, 0.34 means a 34% yield). The catalyst is CC1C=CC=CC=1[P](C1C=CC=CC=1C)([Pd](Cl)(Cl)[P](C1=C(C)C=CC=C1)(C1C=CC=CC=1C)C1C=CC=CC=1C)C1C=CC=CC=1C. The product is [CH3:1][C:2]1[CH:7]=[CH:6][C:5]([S:8]([O:11][CH2:12][CH:13]2[CH2:17][C:16]3[CH:18]=[CH:19][CH:20]=[C:21]([C:27]4[CH:28]=[CH:29][C:24]([F:23])=[CH:25][CH:26]=4)[C:15]=3[O:14]2)(=[O:10])=[O:9])=[CH:4][CH:3]=1. The yield is 0.780. The reactants are [CH3:1][C:2]1[CH:7]=[CH:6][C:5]([S:8]([O:11][CH2:12][CH:13]2[CH2:17][C:16]3[CH:18]=[CH:19][CH:20]=[C:21](Br)[C:15]=3[O:14]2)(=[O:10])=[O:9])=[CH:4][CH:3]=1.[F:23][C:24]1[CH:29]=[CH:28][C:27](B(O)O)=[CH:26][CH:25]=1.C(=O)([O-])[O-].[K+].[K+].CC1C=CC(S(OCC2CC3C(C4C=CC=CC=4)=CC=CC=3O2)(=O)=O)=CC=1.